This data is from Full USPTO retrosynthesis dataset with 1.9M reactions from patents (1976-2016). The task is: Predict the reactants needed to synthesize the given product. (1) Given the product [NH2:11][CH2:12][CH2:13][CH2:14][NH:15][CH:16]1[CH2:21][CH2:20][CH2:19][CH2:18][CH:17]1[NH:22][C:23](=[O:29])[O:24][C:25]([CH3:27])([CH3:26])[CH3:28], predict the reactants needed to synthesize it. The reactants are: C(OC([NH:11][CH2:12][CH2:13][CH2:14][NH:15][CH:16]1[CH2:21][CH2:20][CH2:19][CH2:18][CH:17]1[NH:22][C:23](=[O:29])[O:24][C:25]([CH3:28])([CH3:27])[CH3:26])=O)C1C=CC=CC=1. (2) Given the product [Cl:11][C:12]1[CH:17]=[C:16]([N+:18]([O-:20])=[O:19])[CH:15]=[CH:14][C:13]=1[O:10][CH:3]1[CH2:2][C@H:1]2[N:8]([CH3:9])[C@H:5]([CH2:6][CH2:7]2)[CH2:4]1, predict the reactants needed to synthesize it. The reactants are: [C@@H:1]12[N:8]([CH3:9])[C@@H:5]([CH2:6][CH2:7]1)[CH2:4][CH:3]([OH:10])[CH2:2]2.[Cl:11][C:12]1[CH:17]=[C:16]([N+:18]([O-:20])=[O:19])[CH:15]=[CH:14][C:13]=1O.C1(P(C2C=CC=CC=2)C2C=CC=CC=2)C=CC=CC=1.N(C(OCC)=O)=NC(OCC)=O.